This data is from Catalyst prediction with 721,799 reactions and 888 catalyst types from USPTO. The task is: Predict which catalyst facilitates the given reaction. (1) Product: [F:24][C:3]([F:2])([F:23])[C:4]1[CH:22]=[CH:21][CH:20]=[CH:19][C:5]=1[CH:6]([O:14][CH:15]1[CH2:18][N:17]([C:36]([NH:35][CH:29]2[CH2:34][CH2:33][CH2:32][CH2:31][CH2:30]2)=[O:37])[CH2:16]1)[C:7]1[CH:12]=[CH:11][C:10]([F:13])=[CH:9][CH:8]=1. Reactant: Cl.[F:2][C:3]([F:24])([F:23])[C:4]1[CH:22]=[CH:21][CH:20]=[CH:19][C:5]=1[CH:6]([O:14][CH:15]1[CH2:18][NH:17][CH2:16]1)[C:7]1[CH:12]=[CH:11][C:10]([F:13])=[CH:9][CH:8]=1.C(=O)([O-])[O-].[CH:29]1([N:35]=[C:36]=[O:37])[CH2:34][CH2:33][CH2:32][CH2:31][CH2:30]1. The catalyst class is: 2. (2) Reactant: [Cl:1][C:2]1[C:7]([O:8][CH3:9])=[CH:6][C:5]([O:10][CH3:11])=[C:4]([Cl:12])[C:3]=1[C:13]1[C:26](=[O:27])[N:25]([CH3:28])[C:16]2[N:17]=[C:18](S(C)(=O)=O)[N:19]=[CH:20][C:15]=2[CH:14]=1.[CH3:29][C:30]1[CH:35]=[CH:34][CH:33]=[C:32]([N+:36]([O-])=O)[C:31]=1[NH2:39].CC(C)([O-])C.[K+]. Product: [NH2:36][C:32]1[CH:33]=[CH:34][CH:35]=[C:30]([CH3:29])[C:31]=1[NH:39][C:18]1[N:19]=[CH:20][C:15]2[CH:14]=[C:13]([C:3]3[C:2]([Cl:1])=[C:7]([O:8][CH3:9])[CH:6]=[C:5]([O:10][CH3:11])[C:4]=3[Cl:12])[C:26](=[O:27])[N:25]([CH3:28])[C:16]=2[N:17]=1. The catalyst class is: 31. (3) The catalyst class is: 14. Reactant: [N:1]1[C:10]2[C:5](=[CH:6][CH:7]=[CH:8][C:9]=2[O:11][C@H:12]([CH3:17])[C:13]([O:15]C)=O)[CH:4]=[CH:3][CH:2]=1.[NH2:18][CH2:19][C@H:20]([OH:31])[CH2:21][N:22]1[CH2:30][C:29]2[C:24](=[CH:25][CH:26]=[CH:27][CH:28]=2)[CH2:23]1. Product: [OH:31][C@H:20]([CH2:21][N:22]1[CH2:23][C:24]2[C:29](=[CH:28][CH:27]=[CH:26][CH:25]=2)[CH2:30]1)[CH2:19][NH:18][C:13](=[O:15])[C@H:12]([O:11][C:9]1[CH:8]=[CH:7][CH:6]=[C:5]2[C:10]=1[N:1]=[CH:2][CH:3]=[CH:4]2)[CH3:17].